Dataset: Reaction yield outcomes from USPTO patents with 853,638 reactions. Task: Predict the reaction yield, written as a fraction of the theoretical maximum amount of product (1.0 means a 100% yield; for example, 0.34 means a 34% yield). (1) The reactants are [C:1]([NH:4][C@@H:5]([CH2:9][CH2:10][S:11][CH3:12])[C:6]([OH:8])=O)(=[O:3])[CH3:2].C(N(CC)CC)C.CN(C(ON1N=NC2C=CC=NC1=2)=[N+](C)C)C.F[P-](F)(F)(F)(F)F.Cl.[NH2:45][CH2:46][CH2:47][O:48][C:49]1[CH:54]=[CH:53][C:52]([NH:55][C:56](=[O:65])[C:57]2[CH:62]=[CH:61][CH:60]=[C:59]([O:63][CH3:64])[CH:58]=2)=[CH:51][C:50]=1[C:66]1[N:70]([CH3:71])[N:69]=[CH:68][CH:67]=1. The catalyst is ClCCl. The product is [C:1]([NH:4][C@@H:5]([CH2:9][CH2:10][S:11][CH3:12])[C:6]([NH:45][CH2:46][CH2:47][O:48][C:49]1[CH:54]=[CH:53][C:52]([NH:55][C:56](=[O:65])[C:57]2[CH:62]=[CH:61][CH:60]=[C:59]([O:63][CH3:64])[CH:58]=2)=[CH:51][C:50]=1[C:66]1[N:70]([CH3:71])[N:69]=[CH:68][CH:67]=1)=[O:8])(=[O:3])[CH3:2]. The yield is 0.573. (2) The catalyst is CC(C)=O.CCCCCC.C(OCC)(=O)C. The product is [F:1][C:2]1[C:10]([I:11])=[C:9]2[C:5]([CH2:6][N:7]([CH2:14][C:15]3[CH:20]=[CH:19][CH:18]=[CH:17][C:16]=3[C:21]#[N:22])[C:8]2=[O:12])=[CH:4][CH:3]=1. The yield is 0.410. The reactants are [F:1][C:2]1[C:10]([I:11])=[C:9]2[C:5]([CH2:6][NH:7][C:8]2=[O:12])=[CH:4][CH:3]=1.Br[CH2:14][C:15]1[CH:20]=[CH:19][CH:18]=[CH:17][C:16]=1[C:21]#[N:22].C([O-])([O-])=O.[Cs+].[Cs+].C1OCCOCCOCCOCCOCCOC1.